Dataset: Forward reaction prediction with 1.9M reactions from USPTO patents (1976-2016). Task: Predict the product of the given reaction. (1) Given the reactants [OH:1][C:2]1[CH:9]=[CH:8][C:5]([CH:6]=[O:7])=[CH:4][CH:3]=1.Br[C:11]1[CH:16]=[CH:15][C:14](O)=[CH:13][CH:12]=1, predict the reaction product. The product is: [C:11]12([C:3]3[CH:4]=[C:5]([CH:8]=[CH:9][C:2]=3[OH:1])[CH:6]=[O:7])[CH2:16][CH:15]3[CH2:4][CH:5]([CH2:8][CH:13]([CH2:14]3)[CH2:12]1)[CH2:6]2. (2) Given the reactants [NH2:1][C:2]1[CH:10]=[CH:9][CH:8]=[C:7]2[C:3]=1[C:4](=[O:20])[N:5]([CH:12]1[CH2:17][CH2:16][C:15](=[O:18])[NH:14][C:13]1=[O:19])[C:6]2=[O:11].[F:21][C:22]([F:33])([F:32])[C:23]1[CH:31]=[CH:30][C:26]([C:27](Cl)=[O:28])=[CH:25][CH:24]=1, predict the reaction product. The product is: [O:19]=[C:13]1[CH:12]([N:5]2[C:4](=[O:20])[C:3]3[C:7](=[CH:8][CH:9]=[CH:10][C:2]=3[NH:1][C:27](=[O:28])[C:26]3[CH:30]=[CH:31][C:23]([C:22]([F:21])([F:32])[F:33])=[CH:24][CH:25]=3)[C:6]2=[O:11])[CH2:17][CH2:16][C:15](=[O:18])[NH:14]1. (3) Given the reactants Cl[S:2]([N:5]=C=O)(=[O:4])=[O:3].C(O)=O.[NH2:11][C:12]1[CH:21]=[CH:20][C:19]2[C:14](=[CH:15][CH:16]=[C:17]([Br:22])[CH:18]=2)[CH:13]=1.C(OCC)(=O)C, predict the reaction product. The product is: [Br:22][C:17]1[CH:16]=[CH:15][C:14]2[C:19](=[CH:20][CH:21]=[C:12]([NH:11][S:2](=[O:4])(=[O:3])[NH2:5])[CH:13]=2)[CH:18]=1. (4) Given the reactants [C:1]([NH:18][C@H:19]([C:41]([OH:43])=[O:42])[CH2:20][S:21]C(C1C=CC=CC=1)(C1C=CC=CC=1)C1C=CC=CC=1)([O:3][CH2:4][CH:5]1[C:17]2[C:12](=[CH:13][CH:14]=[CH:15][CH:16]=2)[C:11]2[C:6]1=[CH:7][CH:8]=[CH:9][CH:10]=2)=[O:2], predict the reaction product. The product is: [C:1]([NH:18][C@H:19]([C:41]([OH:43])=[O:42])[CH2:20][SH:21])([O:3][CH2:4][CH:5]1[C:17]2[C:12](=[CH:13][CH:14]=[CH:15][CH:16]=2)[C:11]2[C:6]1=[CH:7][CH:8]=[CH:9][CH:10]=2)=[O:2]. (5) Given the reactants C([O:3][P:4](/[CH:9]=[CH:10]/[C:11]1[CH:20]=[CH:19][C:18]2[C:13](=[C:14]([C:21]3[C:30]4[C:25](=[CH:26][CH:27]=[CH:28][CH:29]=4)[CH:24]=[CH:23][CH:22]=3)[CH:15]=[CH:16][CH:17]=2)[N:12]=1)(=[O:8])[O:5]CC)C.Br[Si](C)(C)C, predict the reaction product. The product is: [C:21]1([C:14]2[CH:15]=[CH:16][CH:17]=[C:18]3[C:13]=2[N:12]=[C:11](/[CH:10]=[CH:9]/[P:4](=[O:3])([OH:5])[OH:8])[CH:20]=[CH:19]3)[C:30]2[C:25](=[CH:26][CH:27]=[CH:28][CH:29]=2)[CH:24]=[CH:23][CH:22]=1. (6) Given the reactants Br[C:2]1[C:31]2=[N:32][C:28]3=[CH:29][N:30]2[C:5]([N:6]2[CH2:37][CH2:36][C:9]([CH3:38])([O:10][CH2:11][CH2:12][CH2:13][CH2:14][C@H:15]([CH3:35])[O:16][C:17]4[CH:18]=[CH:19][C:20]([F:34])=[CH:21][C:22]=4[C:23]4[CH:33]=[C:27]3[CH:26]=[CH:25][CH:24]=4)[CH2:8][CH2:7]2)=[C:4]([C@H:39]([O:44][C:45]([CH3:48])([CH3:47])[CH3:46])[C:40]([O:42][CH3:43])=[O:41])[C:3]=1[CH3:49].C(O[C@@H](C1C(C)=C(C2C=CN=CC=2)C2=NC3=CN2C=1N1CCC(C)(OCCCC[C@H](C)O[C:73]2[CH:74]=[CH:75][C:76]([F:99])=[CH:77][C:78]=2C2C=C3C=CC=2)CC1)C(OC)=O)(C)(C)C, predict the reaction product. The product is: [C:45]([O:44][C@@H:39]([C:4]1[C:3]([CH3:49])=[C:2]([C:73]2[CH:78]=[CH:77][C:76]([F:99])=[CH:75][CH:74]=2)[C:31]2=[N:32][C:28]3=[CH:29][N:30]2[C:5]=1[N:6]1[CH2:37][CH2:36][C:9]([CH3:38])([O:10][CH2:11][CH2:12][CH2:13][CH2:14][C@H:15]([CH3:35])[O:16][C:17]2[CH:22]=[CH:21][C:20]([F:34])=[CH:19][C:18]=2[C:25]2[CH:26]=[C:27]3[CH:33]=[CH:23][CH:24]=2)[CH2:8][CH2:7]1)[C:40]([O:42][CH3:43])=[O:41])([CH3:46])([CH3:47])[CH3:48]. (7) Given the reactants C[O:2][CH:3]([O:20][CH3:21])[CH2:4][C:5]1[C:17]([CH3:18])=[CH:16][C:8]([O:9][CH2:10][C:11]([O:13][CH2:14][CH3:15])=[O:12])=[C:7]([CH3:19])[CH:6]=1.Cl(O)(=O)(=O)=O.[C:27](#N)C, predict the reaction product. The product is: [CH2:21]([O:20][CH:3]([OH:2])[CH2:4][C:5]1[C:17]([CH3:18])=[CH:16][C:8]([O:9][CH2:10][C:11]([O:13][CH2:14][CH3:15])=[O:12])=[C:7]([CH3:19])[CH:6]=1)[CH3:27].